The task is: Predict the reaction yield, written as a fraction of the theoretical maximum amount of product (1.0 means a 100% yield; for example, 0.34 means a 34% yield).. This data is from Buchwald-Hartwig C-N cross coupling reaction yields with 55,370 reactions. (1) The reactants are FC(F)(F)c1ccc(Br)cc1.Cc1ccc(N)cc1.O=S(=O)(O[Pd]1c2ccccc2-c2ccccc2N~1)C(F)(F)F.CC(C)c1cc(C(C)C)c(-c2ccccc2P(C2CCCCC2)C2CCCCC2)c(C(C)C)c1.CN(C)C(=NC(C)(C)C)N(C)C.c1ccc2nocc2c1. No catalyst specified. The product is Cc1ccc(Nc2ccc(C(F)(F)F)cc2)cc1. The yield is 0.0334. (2) The reactants are COc1ccc(I)cc1.Cc1ccc(N)cc1.O=S(=O)(O[Pd]1c2ccccc2-c2ccccc2N~1)C(F)(F)F.CC(C)c1cc(C(C)C)c(-c2ccccc2P(C2CCCCC2)C2CCCCC2)c(C(C)C)c1.CN1CCCN2CCCN=C12.CCOC(=O)c1cnoc1. No catalyst specified. The product is COc1ccc(Nc2ccc(C)cc2)cc1. The yield is 0.0936.